From a dataset of Reaction yield outcomes from USPTO patents with 853,638 reactions. Predict the reaction yield, written as a fraction of the theoretical maximum amount of product (1.0 means a 100% yield; for example, 0.34 means a 34% yield). (1) The catalyst is C1C=CC([P]([Pd]([P](C2C=CC=CC=2)(C2C=CC=CC=2)C2C=CC=CC=2)([P](C2C=CC=CC=2)(C2C=CC=CC=2)C2C=CC=CC=2)[P](C2C=CC=CC=2)(C2C=CC=CC=2)C2C=CC=CC=2)(C2C=CC=CC=2)C2C=CC=CC=2)=CC=1.O. The reactants are Cl[C:2]1[C:11]2[C:6](=[CH:7][C:8]([S:12]([N:15]([CH2:21][C:22]3[CH:27]=[CH:26][C:25]([O:28][CH3:29])=[CH:24][C:23]=3[O:30][CH3:31])[C:16]3[S:17][CH:18]=[CH:19][N:20]=3)(=[O:14])=[O:13])=[CH:9][CH:10]=2)[CH:5]=[CH:4][N:3]=1.[F:32][C:33]1[CH:38]=[C:37]([C:39]([F:42])([F:41])[F:40])[CH:36]=[CH:35][C:34]=1B(O)O.C(=O)([O-])[O-].[K+].[K+].O1CCOCC1. The product is [CH3:31][O:30][C:23]1[CH:24]=[C:25]([O:28][CH3:29])[CH:26]=[CH:27][C:22]=1[CH2:21][N:15]([C:16]1[S:17][CH:18]=[CH:19][N:20]=1)[S:12]([C:8]1[CH:7]=[C:6]2[C:11](=[CH:10][CH:9]=1)[C:2]([C:34]1[CH:35]=[CH:36][C:37]([C:39]([F:42])([F:41])[F:40])=[CH:38][C:33]=1[F:32])=[N:3][CH:4]=[CH:5]2)(=[O:14])=[O:13]. The yield is 0.850. (2) The reactants are C[Si]([C:5]#[N:6])(C)C.[CH2:7]([C:9]1[C:21]([CH2:22]O)=[C:12]2[C:13]3[CH:19]=[C:18]([CH3:20])[O:17][C:14]=3[CH:15]=[CH:16][N:11]2[N:10]=1)[CH3:8].C(=O)([O-])O.[Na+]. The catalyst is ClC1C=CC=CC=1. The product is [CH2:7]([C:9]1[C:21]([CH2:22][C:5]#[N:6])=[C:12]2[C:13]3[CH:19]=[C:18]([CH3:20])[O:17][C:14]=3[CH:15]=[CH:16][N:11]2[N:10]=1)[CH3:8]. The yield is 0.710. (3) The reactants are [Br:1][C:2]1[CH:7]=[C:6]([C:8]([CH3:11])([CH3:10])[CH3:9])[CH:5]=[CH:4][C:3]=1[NH2:12].[N+:13]([O-])([O-:15])=[O:14].[K+]. The catalyst is OS(O)(=O)=O. The product is [Br:1][C:2]1[CH:7]=[C:6]([C:8]([CH3:9])([CH3:11])[CH3:10])[C:5]([N+:13]([O-:15])=[O:14])=[CH:4][C:3]=1[NH2:12]. The yield is 0.780. (4) The reactants are [NH2:1][C:2]1[CH:23]=[CH:22][C:5]([CH2:6][NH:7]/[CH:8]=[C:9]2\[C:10](=[O:21])[NH:11][C:12](=[O:20])[C:13]3[C:18]\2=[CH:17][C:16]([I:19])=[CH:15][CH:14]=3)=[CH:4][C:3]=1[OH:24].CO[CH:27]1[CH2:31][CH2:30][CH:29](OC)O1.Cl.ClC1C=CN=CC=1. The catalyst is CN(C)C=O. The product is [OH:24][C:3]1[CH:4]=[C:5]([CH:22]=[CH:23][C:2]=1[N:1]1[CH:27]=[CH:31][CH:30]=[CH:29]1)[CH2:6][NH:7]/[CH:8]=[C:9]1\[C:10](=[O:21])[NH:11][C:12](=[O:20])[C:13]2[C:18]\1=[CH:17][C:16]([I:19])=[CH:15][CH:14]=2. The yield is 0.250. (5) The reactants are C(N[C@H](C(O)=O)CC(C)C)(=O)C.[CH2:13]([O:15][C:16]1[CH:17]=[C:18]([C@H:24]([NH2:30])[CH2:25][S:26]([CH3:29])(=[O:28])=[O:27])[CH:19]=[CH:20][C:21]=1[O:22][CH3:23])[CH3:14].C([NH:34][C:35]1[CH:45]=[CH:44][CH:43]=[C:37]2[C:38]([O:40][C:41](=O)[C:36]=12)=[O:39])(=O)C. The catalyst is C(O)(=O)C. The product is [CH2:13]([O:15][C:16]1[CH:17]=[C:18]([CH:24]([N:30]2[C:41](=[O:40])[C:36]3[C:37](=[CH:43][CH:44]=[CH:45][C:35]=3[NH2:34])[C:38]2=[O:39])[CH2:25][S:26]([CH3:29])(=[O:28])=[O:27])[CH:19]=[CH:20][C:21]=1[O:22][CH3:23])[CH3:14]. The yield is 0.750.